Predict which catalyst facilitates the given reaction. From a dataset of Catalyst prediction with 721,799 reactions and 888 catalyst types from USPTO. (1) Reactant: [Cl:1][C:2]1[C:13]([CH3:14])=[CH:12][C:5]2[B:6]([OH:11])[O:7][C:8]([CH3:10])([CH3:9])[C:4]=2[CH:3]=1.C(OOC(=O)C1C=CC=CC=1)(=[O:22])C1C=CC=CC=1.C1C(=O)N(Br)C(=O)C1.C([O-])([O-])=O.[Na+].[Na+].Cl. Product: [Cl:1][C:2]1[C:13]([CH:14]=[O:22])=[CH:12][C:5]2[B:6]([OH:11])[O:7][C:8]([CH3:10])([CH3:9])[C:4]=2[CH:3]=1. The catalyst class is: 53. (2) Reactant: [Li+].[OH-].O.[CH3:4][N:5]([C@@H:13]([CH2:18][CH:19]=[CH2:20])[C:14]([O:16]C)=[O:15])[C:6](=[O:12])[CH2:7][CH2:8][CH2:9][CH2:10][CH3:11]. Product: [CH3:4][N:5]([C@@H:13]([CH2:18][CH:19]=[CH2:20])[C:14]([OH:16])=[O:15])[C:6](=[O:12])[CH2:7][CH2:8][CH2:9][CH2:10][CH3:11]. The catalyst class is: 1. (3) Reactant: [Br:1][C:2]1[CH:7]=[C:6](F)[C:5]([N+:9]([O-:11])=[O:10])=[CH:4][C:3]=1[C:12]([F:15])([F:14])[F:13].C(N(C(C)C)CC)(C)C.Cl.Cl.[O:27]1[CH2:32][CH2:31][CH:30]([N:33]2[CH2:38][CH2:37][CH:36]([NH2:39])[CH2:35][CH2:34]2)[CH2:29][CH2:28]1. Product: [Br:1][C:2]1[C:3]([C:12]([F:15])([F:14])[F:13])=[CH:4][C:5]([N+:9]([O-:11])=[O:10])=[C:6]([NH:39][CH:36]2[CH2:35][CH2:34][N:33]([CH:30]3[CH2:31][CH2:32][O:27][CH2:28][CH2:29]3)[CH2:38][CH2:37]2)[CH:7]=1. The catalyst class is: 9. (4) Reactant: CCOC(/N=N/C(OCC)=O)=O.C1(P(C2C=CC=CC=2)C2C=CC=CC=2)C=CC=CC=1.[N+:32]([C:35]1[CH:43]=[CH:42][C:38]([C:39]([OH:41])=[O:40])=[CH:37][CH:36]=1)([O-:34])=[O:33].[CH2:44]([O:51][C:52]1[CH:57]=[CH:56][C:55]([CH:58]2[CH2:63][CH2:62][N:61]([C:64]([O:66][C:67]([CH3:70])([CH3:69])[CH3:68])=[O:65])[CH2:60][CH:59]2O)=[CH:54][CH:53]=1)[C:45]1[CH:50]=[CH:49][CH:48]=[CH:47][CH:46]=1. Product: [CH2:44]([O:51][C:52]1[CH:57]=[CH:56][C:55]([C@H:58]2[CH2:63][CH2:62][N:61]([C:64]([O:66][C:67]([CH3:70])([CH3:69])[CH3:68])=[O:65])[CH2:60][C@H:59]2[O:40][C:39](=[O:41])[C:38]2[CH:37]=[CH:36][C:35]([N+:32]([O-:34])=[O:33])=[CH:43][CH:42]=2)=[CH:54][CH:53]=1)[C:45]1[CH:46]=[CH:47][CH:48]=[CH:49][CH:50]=1. The catalyst class is: 30.